From a dataset of Peptide-MHC class I binding affinity with 185,985 pairs from IEDB/IMGT. Regression. Given a peptide amino acid sequence and an MHC pseudo amino acid sequence, predict their binding affinity value. This is MHC class I binding data. (1) The peptide sequence is HHADKALTM. The MHC is Mamu-B1001 with pseudo-sequence Mamu-B1001. The binding affinity (normalized) is 0.743. (2) The peptide sequence is REMINHYQV. The MHC is HLA-B45:06 with pseudo-sequence HLA-B45:06. The binding affinity (normalized) is 0.213. (3) The MHC is HLA-A29:02 with pseudo-sequence HLA-A29:02. The peptide sequence is FPVRPQVPLR. The binding affinity (normalized) is 0. (4) The peptide sequence is NHINVELLL. The MHC is Mamu-A07 with pseudo-sequence Mamu-A07. The binding affinity (normalized) is 0.702. (5) The peptide sequence is FPMIIGSEL. The MHC is HLA-B15:42 with pseudo-sequence HLA-B15:42. The binding affinity (normalized) is 0.213. (6) The peptide sequence is QPRAPIRPI. The MHC is HLA-A24:02 with pseudo-sequence HLA-A24:02. The binding affinity (normalized) is 0.